Task: Predict the reactants needed to synthesize the given product.. Dataset: Full USPTO retrosynthesis dataset with 1.9M reactions from patents (1976-2016) The reactants are: Cl[C:2]1C=[CH:6][CH:5]=[C:4]([C:8]([O:10]O)=O)[CH:3]=1.C=C1CC[N:16]([C:19]([O:21][C:22]([CH3:25])([CH3:24])[CH3:23])=[O:20])CC1. Given the product [C:22]([O:21][C:19]([N:16]1[CH2:2][CH2:3][C:4]2([O:10][CH2:8]2)[CH2:5][CH2:6]1)=[O:20])([CH3:25])([CH3:24])[CH3:23], predict the reactants needed to synthesize it.